Dataset: Forward reaction prediction with 1.9M reactions from USPTO patents (1976-2016). Task: Predict the product of the given reaction. (1) Given the reactants [CH:1]1([NH:6][C:7]2[N:12]=[C:11]([C:13]3[C:14]([C:28]4[CH:33]=[CH:32][C:31]([O:34][CH3:35])=[CH:30][CH:29]=4)=[N:15][N:16]4[C:21]([NH:22][CH2:23][CH2:24][CH2:25][CH2:26][NH2:27])=[CH:20][CH:19]=[CH:18][C:17]=34)[CH:10]=[CH:9][N:8]=2)[CH2:5][CH2:4][CH2:3][CH2:2]1.C(N(CC)CC)C.[CH3:43][S:44](Cl)(=[O:46])=[O:45].C(=O)(O)[O-].[Na+], predict the reaction product. The product is: [CH:1]1([NH:6][C:7]2[N:12]=[C:11]([C:13]3[C:14]([C:28]4[CH:29]=[CH:30][C:31]([O:34][CH3:35])=[CH:32][CH:33]=4)=[N:15][N:16]4[C:21]([NH:22][CH2:23][CH2:24][CH2:25][CH2:26][NH:27][S:44]([CH3:43])(=[O:46])=[O:45])=[CH:20][CH:19]=[CH:18][C:17]=34)[CH:10]=[CH:9][N:8]=2)[CH2:2][CH2:3][CH2:4][CH2:5]1. (2) The product is: [Cl:19][C:6]1[C:7]([CH3:18])=[CH:8][C:9]([N:11]2[CH2:16][CH2:15][N:14]([CH3:17])[CH2:13][CH2:12]2)=[CH:10][C:5]=1[CH2:4][C:3]([NH2:21])=[O:2]. Given the reactants C[O:2][C:3](=O)[CH2:4][C:5]1[CH:10]=[C:9]([N:11]2[CH2:16][CH2:15][N:14]([CH3:17])[CH2:13][CH2:12]2)[CH:8]=[C:7]([CH3:18])[C:6]=1[Cl:19].[NH4+:21].[OH-], predict the reaction product. (3) Given the reactants [C:1](=[O:17])([O:13][CH:14]([CH3:16])[CH3:15])[O:2][CH2:3][CH2:4][NH:5]C(OC(C)(C)C)=O.O1CCOCC1.[ClH:24], predict the reaction product. The product is: [ClH:24].[C:1](=[O:17])([O:13][CH:14]([CH3:16])[CH3:15])[O:2][CH2:3][CH2:4][NH2:5].